This data is from Reaction yield outcomes from USPTO patents with 853,638 reactions. The task is: Predict the reaction yield, written as a fraction of the theoretical maximum amount of product (1.0 means a 100% yield; for example, 0.34 means a 34% yield). (1) The reactants are O.Cl.[NH:3]1[CH2:8][CH2:7][C:6](=[O:9])[CH2:5][CH2:4]1.[C:10](=[O:13])([O-])[O-:11].[Na+].[Na+].[CH3:16][C:17](C)([CH3:27])[C:18](O[C:16](=O)[C:17](C)([CH3:27])[CH3:18])=O. The catalyst is O1CCOCC1.O. The product is [C:17]([O:11][C:10]([N:3]1[CH2:8][CH2:7][C:6](=[O:9])[CH2:5][CH2:4]1)=[O:13])([CH3:27])([CH3:18])[CH3:16]. The yield is 0.800. (2) The reactants are [ClH:1].C(OCC)C.[CH:7]([O:10][C:11]1[C:19]([O:20][C@@H:21]2[CH2:26][CH2:25][CH2:24][C@H:23]([NH2:27])[CH2:22]2)=[CH:18][CH:17]=[C:16]2[C:12]=1[CH:13]=[N:14][NH:15]2)([CH3:9])[CH3:8]. The catalyst is C(O)(C)C. The product is [ClH:1].[CH:7]([O:10][C:11]1[C:19]([O:20][C@@H:21]2[CH2:26][CH2:25][CH2:24][C@H:23]([NH2:27])[CH2:22]2)=[CH:18][CH:17]=[C:16]2[C:12]=1[CH:13]=[N:14][NH:15]2)([CH3:9])[CH3:8]. The yield is 0.740. (3) The reactants are Cl[C:2]1[C:3]([CH:5]=[C:6]([NH:12][C:13]2[C:22]3[C:17](=[CH:18][C:19]([O:25][CH2:26][CH2:27][O:28][CH3:29])=[C:20]([O:23][CH3:24])[CH:21]=3)[N:16]=[CH:15][N:14]=2)[C:7](=[O:11])C=1OC)=[O:4].[F:30][CH2:31][CH:32]([OH:35])[CH2:33][F:34].Cl[CH2:37][Cl:38]. No catalyst specified. The product is [Cl:38][C:37]1[C:7](=[O:11])[C:6]([NH:12][C:13]2[C:22]3[C:17](=[CH:18][C:19]([O:25][CH2:26][CH2:27][O:28][CH3:29])=[C:20]([O:23][CH3:24])[CH:21]=3)[N:16]=[CH:15][N:14]=2)=[CH:5][C:3](=[O:4])[C:2]=1[O:35][CH:32]([CH2:33][F:34])[CH2:31][F:30]. The yield is 0.336. (4) The reactants are Cl[C:2]1[C:9]([C:10]([F:13])([F:12])[F:11])=[CH:8][C:5]([C:6]#[N:7])=[C:4]([O:14][CH2:15][CH2:16][O:17][CH:18]([CH3:20])[CH3:19])[N:3]=1.[B:21]1([OH:31])[C:25]2[CH:26]=[CH:27][C:28]([OH:30])=[CH:29][C:24]=2[CH2:23][O:22]1.C([O-])([O-])=O.[Cs+].[Cs+].O. The catalyst is CS(C)=O. The product is [OH:31][B:21]1[C:25]2[CH:26]=[CH:27][C:28]([O:30][C:2]3[C:9]([C:10]([F:13])([F:12])[F:11])=[CH:8][C:5]([C:6]#[N:7])=[C:4]([O:14][CH2:15][CH2:16][O:17][CH:18]([CH3:20])[CH3:19])[N:3]=3)=[CH:29][C:24]=2[CH2:23][O:22]1. The yield is 0.690. (5) The reactants are [F:1][C:2]1([F:20])[CH2:8][O:7][CH2:6][C:5]([NH2:9])=[N:4][C@@:3]21[C:18]1[C:13](=[CH:14][CH:15]=[C:16]([NH2:19])[CH:17]=1)[CH2:12][CH2:11][CH2:10]2.[C:21]([C:23]1[CH:24]=[CH:25][C:26]([C:29](O)=[O:30])=[N:27][CH:28]=1)#[N:22]. No catalyst specified. The product is [NH2:9][C:5]1[CH2:6][O:7][CH2:8][C:2]([F:1])([F:20])[C@@:3]2([C:18]3[C:13](=[CH:14][CH:15]=[C:16]([NH:19][C:29](=[O:30])[C:26]4[CH:25]=[CH:24][C:23]([C:21]#[N:22])=[CH:28][N:27]=4)[CH:17]=3)[CH2:12][CH2:11][CH2:10]2)[N:4]=1. The yield is 0.370. (6) The reactants are [Cl:1][C:2]1[C:3]([CH:8]2[CH2:13][CH2:12][CH2:11][CH:10]([C:14]3[C:19]([Cl:20])=[CH:18][CH:17]=[CH:16][N:15]=3)[NH:9]2)=[N:4][CH:5]=[CH:6][CH:7]=1.[CH3:21][O:22][C:23](=[O:34])[C:24]1[CH:29]=[C:28]([C:30]#[N:31])[CH:27]=[CH:26][C:25]=1[CH2:32]Br.CCN(C(C)C)C(C)C. The catalyst is CN(C=O)C. The product is [CH3:21][O:22][C:23](=[O:34])[C:24]1[CH:29]=[C:28]([C:30]#[N:31])[CH:27]=[CH:26][C:25]=1[CH2:32][N:9]1[CH:10]([C:14]2[C:19]([Cl:20])=[CH:18][CH:17]=[CH:16][N:15]=2)[CH2:11][CH2:12][CH2:13][CH:8]1[C:3]1[C:2]([Cl:1])=[CH:7][CH:6]=[CH:5][N:4]=1. The yield is 0.820. (7) The reactants are Br[CH:2]([CH3:4])[CH3:3].C(=O)([O-])[O-].[K+].[K+].[F:11][C:12]1[C:17]([OH:18])=[CH:16][N:15]=[C:14]2[N:19]([Si:22]([CH:29]([CH3:31])[CH3:30])([CH:26]([CH3:28])[CH3:27])[CH:23]([CH3:25])[CH3:24])[CH:20]=[CH:21][C:13]=12. The catalyst is CN(C=O)C. The product is [F:11][C:12]1[C:17]([O:18][CH:2]([CH3:4])[CH3:3])=[CH:16][N:15]=[C:14]2[N:19]([Si:22]([CH:26]([CH3:28])[CH3:27])([CH:29]([CH3:31])[CH3:30])[CH:23]([CH3:24])[CH3:25])[CH:20]=[CH:21][C:13]=12. The yield is 0.420.